From a dataset of Catalyst prediction with 721,799 reactions and 888 catalyst types from USPTO. Predict which catalyst facilitates the given reaction. (1) Product: [CH2:16]([O:23][N:24]1[C:30](=[O:31])[N:29]2[CH2:32][C@H:25]1[CH2:26][CH2:27][C@H:28]2[C:33]1[O:41][C:37]([C:38]([NH2:40])=[O:39])=[N:36][N:35]=1)[C:17]1[CH:22]=[CH:21][CH:20]=[CH:19][CH:18]=1. The catalyst class is: 2. Reactant: O(S(C(F)(F)F)(=O)=O)S(C(F)(F)F)(=O)=O.[CH2:16]([O:23][N:24]1[C:30](=[O:31])[N:29]2[CH2:32][C@H:25]1[CH2:26][CH2:27][C@H:28]2[C:33]([NH:35][NH:36][C:37](=[O:41])[C:38]([NH2:40])=[O:39])=O)[C:17]1[CH:22]=[CH:21][CH:20]=[CH:19][CH:18]=1.N1C=CC=CC=1. (2) Reactant: [CH2:1]([C:3]([C:17]1[CH:30]=[CH:29][C:20]([O:21][CH2:22][C:23](=[O:28])[C:24]([CH3:27])([CH3:26])[CH3:25])=[C:19]([CH3:31])[CH:18]=1)([C:6]1[S:10][C:9]2[CH:11]=[CH:12][C:13]([O:15]C)=[CH:14][C:8]=2[CH:7]=1)[CH2:4][CH3:5])[CH3:2].B(Br)(Br)Br. Product: [CH2:1]([C:3]([C:17]1[CH:30]=[CH:29][C:20]([O:21][CH2:22][C:23](=[O:28])[C:24]([CH3:25])([CH3:27])[CH3:26])=[C:19]([CH3:31])[CH:18]=1)([C:6]1[S:10][C:9]2[CH:11]=[CH:12][C:13]([OH:15])=[CH:14][C:8]=2[CH:7]=1)[CH2:4][CH3:5])[CH3:2]. The catalyst class is: 2. (3) Reactant: [C:1]([CH2:3][C:4]([NH2:6])=[S:5])#[N:2].[CH3:7][CH:8]([CH3:16])[CH2:9][C:10](=O)[CH2:11][C:12](=O)[CH3:13].C(N(CC)CC)C. Product: [CH2:9]([C:10]1[CH:11]=[C:12]([CH3:13])[C:3]([C:1]#[N:2])=[C:4]([SH:5])[N:6]=1)[CH:8]([CH3:16])[CH3:7]. The catalyst class is: 14. (4) Reactant: [CH:1]([C:4]1[N:8]2[CH:9]=[C:10]([C:13]#[C:14][Si](C)(C)C)[CH:11]=[CH:12][C:7]2=[N:6][N:5]=1)([CH3:3])[CH3:2].C(=O)([O-])[O-].[K+].[K+]. Product: [CH:1]([C:4]1[N:8]2[CH:9]=[C:10]([C:13]#[CH:14])[CH:11]=[CH:12][C:7]2=[N:6][N:5]=1)([CH3:3])[CH3:2]. The catalyst class is: 5. (5) Reactant: [NH2:1][CH2:2][CH2:3][CH:4]([C:6]1[CH:11]=[CH:10][CH:9]=[C:8]([Cl:12])[CH:7]=1)[OH:5].[CH3:13][C:14]([O:17][C:18](O[C:18]([O:17][C:14]([CH3:16])([CH3:15])[CH3:13])=[O:19])=[O:19])([CH3:16])[CH3:15]. Product: [C:14]([O:17][C:18](=[O:19])[NH:1][CH2:2][CH2:3][CH:4]([C:6]1[CH:11]=[CH:10][CH:9]=[C:8]([Cl:12])[CH:7]=1)[OH:5])([CH3:16])([CH3:15])[CH3:13]. The catalyst class is: 1. (6) Reactant: Cl[C:2]1[C:3]2[N:10]([CH3:11])[CH:9]=[CH:8][C:4]=2[N:5]=[CH:6][N:7]=1.[NH2:12][C:13]1[CH:18]=[CH:17][C:16]([OH:19])=[C:15]([Cl:20])[CH:14]=1.C(=O)([O-])[O-].[K+].[K+]. Product: [Cl:20][C:15]1[CH:14]=[C:13]([CH:18]=[CH:17][C:16]=1[O:19][C:2]1[C:3]2[N:10]([CH3:11])[CH:9]=[CH:8][C:4]=2[N:5]=[CH:6][N:7]=1)[NH2:12]. The catalyst class is: 60. (7) Reactant: F[C:2]1[N:11]=[CH:10][C:9]([F:12])=[CH:8][C:3]=1[C:4]([O:6][CH3:7])=[O:5].[F:13][C:14]1[CH:15]=[C:16]([CH:18]=[CH:19][CH:20]=1)[NH2:17]. Product: [F:12][C:9]1[CH:10]=[N:11][C:2]([NH:17][C:16]2[CH:18]=[CH:19][CH:20]=[C:14]([F:13])[CH:15]=2)=[C:3]([CH:8]=1)[C:4]([O:6][CH3:7])=[O:5]. The catalyst class is: 2.